From a dataset of NCI-60 drug combinations with 297,098 pairs across 59 cell lines. Regression. Given two drug SMILES strings and cell line genomic features, predict the synergy score measuring deviation from expected non-interaction effect. (1) Drug 1: COC1=C(C=C2C(=C1)N=CN=C2NC3=CC(=C(C=C3)F)Cl)OCCCN4CCOCC4. Drug 2: C1=C(C(=O)NC(=O)N1)F. Cell line: SK-OV-3. Synergy scores: CSS=45.2, Synergy_ZIP=0.348, Synergy_Bliss=0.377, Synergy_Loewe=0.712, Synergy_HSA=7.92. (2) Drug 1: C1=NC2=C(N1)C(=S)N=C(N2)N. Drug 2: C1=NNC2=C1C(=O)NC=N2. Cell line: UACC-257. Synergy scores: CSS=26.0, Synergy_ZIP=-1.07, Synergy_Bliss=0.563, Synergy_Loewe=-12.5, Synergy_HSA=0.149. (3) Synergy scores: CSS=43.8, Synergy_ZIP=1.06, Synergy_Bliss=2.06, Synergy_Loewe=-0.691, Synergy_HSA=-0.320. Drug 2: CC(C)(C#N)C1=CC(=CC(=C1)CN2C=NC=N2)C(C)(C)C#N. Cell line: SF-295. Drug 1: COC1=NC(=NC2=C1N=CN2C3C(C(C(O3)CO)O)O)N. (4) Drug 1: CN(C)C1=NC(=NC(=N1)N(C)C)N(C)C. Drug 2: CC1=C2C(C(=O)C3(C(CC4C(C3C(C(C2(C)C)(CC1OC(=O)C(C(C5=CC=CC=C5)NC(=O)OC(C)(C)C)O)O)OC(=O)C6=CC=CC=C6)(CO4)OC(=O)C)O)C)O. Cell line: CCRF-CEM. Synergy scores: CSS=45.9, Synergy_ZIP=2.68, Synergy_Bliss=-1.47, Synergy_Loewe=-52.9, Synergy_HSA=-3.74. (5) Drug 1: CN(C)C1=NC(=NC(=N1)N(C)C)N(C)C. Drug 2: CN1C(=O)N2C=NC(=C2N=N1)C(=O)N. Cell line: SN12C. Synergy scores: CSS=2.19, Synergy_ZIP=0.496, Synergy_Bliss=3.54, Synergy_Loewe=3.29, Synergy_HSA=2.37.